Task: Predict the reactants needed to synthesize the given product.. Dataset: Full USPTO retrosynthesis dataset with 1.9M reactions from patents (1976-2016) (1) Given the product [OH:30][C:28]([CH3:31])([CH3:29])[CH2:27][O:26]/[N:25]=[C:22](/[C:19]1[N:20]=[C:21]2[N:13]([CH2:12][C:3]3[CH:4]=[C:5]4[C:10](=[CH:11][C:2]=3[F:1])[N:9]=[CH:8][CH:7]=[CH:6]4)[N:14]=[N:15][C:16]2=[N:17][CH:18]=1)\[CH3:23], predict the reactants needed to synthesize it. The reactants are: [F:1][C:2]1[CH:11]=[C:10]2[C:5]([CH:6]=[CH:7][CH:8]=[N:9]2)=[CH:4][C:3]=1[CH2:12][N:13]1[C:21]2[C:16](=[N:17][CH:18]=[C:19]([C:22](=O)[CH3:23])[N:20]=2)[N:15]=[N:14]1.[NH2:25][O:26][CH2:27][C:28]([CH3:31])([OH:30])[CH3:29]. (2) The reactants are: [CH3:1][O:2][C:3]1[CH:4]=[C:5]([N:9]2[C:21]3[CH:20]=[CH:19][CH:18]=[CH:17][C:16]=3[C:15]3[C:10]2=[CH:11][CH:12]=[CH:13][CH:14]=3)[CH:6]=[CH:7][CH:8]=1.Cl[P:23]([C:30]1[CH:35]=[CH:34][CH:33]=[CH:32][CH:31]=1)[C:24]1[CH:29]=[CH:28][CH:27]=[CH:26][CH:25]=1. Given the product [C:30]1([P:23]([C:24]2[CH:25]=[CH:26][CH:27]=[CH:28][CH:29]=2)[C:4]2[C:3]([O:2][CH3:1])=[CH:8][CH:7]=[CH:6][C:5]=2[N:9]2[C:10]3[CH:11]=[CH:12][CH:13]=[CH:14][C:15]=3[C:16]3[C:21]2=[CH:20][CH:19]=[CH:18][CH:17]=3)[CH:31]=[CH:32][CH:33]=[CH:34][CH:35]=1, predict the reactants needed to synthesize it. (3) Given the product [C:46]([O:50][P:51]([O:58][CH2:59][CH2:60][CH2:61][C:62]([O:44][C@H:6]1[C@H:5]([NH:4][C:3]([O:2][CH3:1])=[O:45])[CH2:10][CH2:9][N:8]([C:11]2[CH:16]=[C:15]([C:17]#[N:18])[CH:14]=[C:13]([NH:19][C:20]3[N:25]=[C:24]([N:26]([CH2:36][CH3:37])[CH2:27][C:28]4[CH:29]=[CH:30][C:31]([O:34][CH3:35])=[CH:32][CH:33]=4)[C:23]4=[N:38][CH:39]=[C:40]([C:41]#[N:42])[N:22]4[N:21]=3)[C:12]=2[Cl:43])[CH2:7]1)=[O:63])([O:53][C:54]([CH3:55])([CH3:56])[CH3:57])=[O:52])([CH3:49])([CH3:48])[CH3:47], predict the reactants needed to synthesize it. The reactants are: [CH3:1][O:2][C:3](=[O:45])[NH:4][C@@H:5]1[CH2:10][CH2:9][N:8]([C:11]2[CH:16]=[C:15]([C:17]#[N:18])[CH:14]=[C:13]([NH:19][C:20]3[N:25]=[C:24]([N:26]([CH2:36][CH3:37])[CH2:27][C:28]4[CH:33]=[CH:32][C:31]([O:34][CH3:35])=[CH:30][CH:29]=4)[C:23]4=[N:38][CH:39]=[C:40]([C:41]#[N:42])[N:22]4[N:21]=3)[C:12]=2[Cl:43])[CH2:7][C@H:6]1[OH:44].[C:46]([O:50][P:51]([O:58][CH2:59][CH2:60][CH2:61][C:62](O)=[O:63])([O:53][C:54]([CH3:57])([CH3:56])[CH3:55])=[O:52])([CH3:49])([CH3:48])[CH3:47].C1CCC(N=C=NC2CCCCC2)CC1. (4) Given the product [F:15][C:14]([F:17])([F:16])[C:10]1[CH:9]=[C:8]([C@H:5]2[O:4][C@@H:3]([CH2:2][NH:18][CH2:19][CH2:20][OH:21])[CH2:7][CH2:6]2)[CH:13]=[CH:12][CH:11]=1, predict the reactants needed to synthesize it. The reactants are: Br[CH2:2][C@H:3]1[CH2:7][CH2:6][C@@H:5]([C:8]2[CH:13]=[CH:12][CH:11]=[C:10]([C:14]([F:17])([F:16])[F:15])[CH:9]=2)[O:4]1.[NH2:18][CH2:19][CH2:20][OH:21]. (5) Given the product [Cl:1][C:2]1[N:7]=[C:6]([NH:23][CH:17]2[CH2:22][CH2:21][CH2:20][CH2:19][CH2:18]2)[C:5]([CH3:9])=[C:4]([CH3:10])[N:3]=1, predict the reactants needed to synthesize it. The reactants are: [Cl:1][C:2]1[N:7]=[C:6](Cl)[C:5]([CH3:9])=[C:4]([CH3:10])[N:3]=1.C(=O)([O-])[O-].[Cs+].[Cs+].[CH:17]1([NH2:23])[CH2:22][CH2:21][CH2:20][CH2:19][CH2:18]1. (6) Given the product [Cl:24][C:21]1[CH:22]=[CH:23][C:2]([CH:25]=[CH2:26])=[C:3]([CH:20]=1)[CH2:4][O:5][C:6]1[CH:11]=[CH:10][CH:9]=[CH:8][C:7]=1[CH2:12][C:13]([O:15][C:16]([CH3:19])([CH3:18])[CH3:17])=[O:14], predict the reactants needed to synthesize it. The reactants are: Br[C:2]1[CH:23]=[CH:22][C:21]([Cl:24])=[CH:20][C:3]=1[CH2:4][O:5][C:6]1[CH:11]=[CH:10][CH:9]=[CH:8][C:7]=1[CH2:12][C:13]([O:15][C:16]([CH3:19])([CH3:18])[CH3:17])=[O:14].[CH2:25]([Sn](CCCC)(CCCC)C=C)[CH2:26]CC. (7) The reactants are: [CH2:1]([N:4]([CH2:21][CH2:22][CH3:23])[C:5]([C:7]1[CH:8]=[C:9]([CH:13]=[C:14]([C:16]2[S:17][CH:18]=[CH:19][N:20]=2)[CH:15]=1)[C:10](O)=[O:11])=[O:6])[CH2:2][CH3:3].C(N(C(C)C)CC)(C)C.CN(C(ON1N=NC2C=CC=NC1=2)=[N+](C)C)C.F[P-](F)(F)(F)(F)F.Cl.Cl.[NH2:59][C@@H:60]([CH2:75][C:76]1[CH:81]=[C:80]([F:82])[CH:79]=[C:78]([F:83])[CH:77]=1)[C@H:61]([OH:74])[CH2:62][NH:63][CH2:64][C:65]1[CH:70]=[CH:69][CH:68]=[C:67]([CH:71]([CH3:73])[CH3:72])[CH:66]=1. Given the product [F:82][C:80]1[CH:81]=[C:76]([CH:77]=[C:78]([F:83])[CH:79]=1)[CH2:75][C@H:60]([NH:59][C:10](=[O:11])[C:9]1[CH:13]=[C:14]([C:16]2[S:17][CH:18]=[CH:19][N:20]=2)[CH:15]=[C:7]([C:5]([N:4]([CH2:21][CH2:22][CH3:23])[CH2:1][CH2:2][CH3:3])=[O:6])[CH:8]=1)[C@H:61]([OH:74])[CH2:62][NH:63][CH2:64][C:65]1[CH:70]=[CH:69][CH:68]=[C:67]([CH:71]([CH3:73])[CH3:72])[CH:66]=1, predict the reactants needed to synthesize it.